From a dataset of Catalyst prediction with 721,799 reactions and 888 catalyst types from USPTO. Predict which catalyst facilitates the given reaction. (1) Reactant: C(OC([N:8]1[CH2:13][CH2:12][N:11]([C:14]2[CH:22]=[CH:21][C:17]([C:18]([OH:20])=O)=[CH:16][CH:15]=2)[CH2:10][CH2:9]1)=O)(C)(C)C.C(OC([NH:30][C:31]1[CH:36]=[CH:35][CH:34]=[CH:33][C:32]=1[NH2:37])=O)(C)(C)C. Product: [NH2:30][C:31]1[CH:36]=[CH:35][CH:34]=[CH:33][C:32]=1[NH:37][C:18](=[O:20])[C:17]1[CH:16]=[CH:15][C:14]([N:11]2[CH2:10][CH2:9][NH:8][CH2:13][CH2:12]2)=[CH:22][CH:21]=1. The catalyst class is: 3. (2) Reactant: [C:1]([P:5]([C:10]([CH3:13])([CH3:12])[CH3:11])[CH2:6][CH:7]=[CH:8][CH3:9])([CH3:4])([CH3:3])[CH3:2].CO.[Na+].[Na+].[Cl:18][Pd+2:19](Cl)(Cl)[Cl:20]. Product: [Pd:19]([Cl:20])[Cl:18].[C:10]([P:5]([C:1]([CH3:2])([CH3:4])[CH3:3])[CH2:6][CH:7]=[CH:8][CH3:9])([CH3:11])([CH3:12])[CH3:13].[C:10]([P:5]([C:1]([CH3:2])([CH3:4])[CH3:3])[CH2:6][CH:7]=[CH:8][CH3:9])([CH3:11])([CH3:12])[CH3:13]. The catalyst class is: 81. (3) Reactant: [CH:1]([C:3]1[CH:4]=[CH:5][C:6]([N+:22]([O-])=O)=[C:7]([NH:9][CH:10]2[CH2:15][CH2:14][N:13]([CH:16]3[CH2:21][CH2:20][O:19][CH2:18][CH2:17]3)[CH2:12][CH2:11]2)[CH:8]=1)=[CH2:2].N#N. Product: [NH2:22][C:6]1[CH:5]=[CH:4][C:3]([CH2:1][CH3:2])=[CH:8][C:7]=1[NH:9][CH:10]1[CH2:11][CH2:12][N:13]([CH:16]2[CH2:17][CH2:18][O:19][CH2:20][CH2:21]2)[CH2:14][CH2:15]1. The catalyst class is: 19. (4) Reactant: C(OC([N:8]([C:13]1[CH:51]=[CH:50][C:16]([C:17]([O:19][CH2:20][C:21]([O:23][C@H:24]([C:35]2[CH:40]=[CH:39][C:38]([O:41][CH:42]([F:44])[F:43])=[C:37]([O:45][CH2:46][CH:47]3[CH2:49][CH2:48]3)[CH:36]=2)[CH2:25][C:26]2[C:31]([Cl:32])=[CH:30][N+:29]([O-:33])=[CH:28][C:27]=2[Cl:34])=[O:22])=[O:18])=[CH:15][C:14]=1[O:52][CH2:53][CH:54]1[CH2:56][CH2:55]1)[S:9]([CH3:12])(=[O:11])=[O:10])=O)(C)(C)C.O1CCOCC1. Product: [Cl:34][C:27]1[CH:28]=[N+:29]([O-:33])[CH:30]=[C:31]([Cl:32])[C:26]=1[CH2:25][C@@H:24]([C:35]1[CH:40]=[CH:39][C:38]([O:41][CH:42]([F:43])[F:44])=[C:37]([O:45][CH2:46][CH:47]2[CH2:49][CH2:48]2)[CH:36]=1)[O:23][C:21](=[O:22])[CH2:20][O:19][C:17](=[O:18])[C:16]1[CH:50]=[CH:51][C:13]([NH:8][S:9]([CH3:12])(=[O:11])=[O:10])=[C:14]([O:52][CH2:53][CH:54]2[CH2:55][CH2:56]2)[CH:15]=1. The catalyst class is: 473.